Dataset: Catalyst prediction with 721,799 reactions and 888 catalyst types from USPTO. Task: Predict which catalyst facilitates the given reaction. (1) Reactant: Cl.[NH2:2]O.[C:4](=[O:7])([O-])[OH:5].[Na+].[F:9][C:10]1([F:50])[CH2:15][CH2:14][CH:13]([O:16][C:17]2[CH:22]=[CH:21][C:20]([N:23]3[C:28](=[O:29])[C:27]([CH2:30][C:31]4[CH:36]=[CH:35][C:34]([C:37]5[C:38]([C:43]#[N:44])=[CH:39][CH:40]=[CH:41][CH:42]=5)=[CH:33][CH:32]=4)=[C:26]([CH2:45][CH2:46][CH3:47])[N:25]=[C:24]3[CH2:48][CH3:49])=[CH:19][CH:18]=2)[CH2:12][CH2:11]1.O. Product: [F:50][C:10]1([F:9])[CH2:11][CH2:12][CH:13]([O:16][C:17]2[CH:18]=[CH:19][C:20]([N:23]3[C:28](=[O:29])[C:27]([CH2:30][C:31]4[CH:36]=[CH:35][C:34]([C:37]5[CH:42]=[CH:41][CH:40]=[CH:39][C:38]=5[C:43]5[NH:2][C:4](=[O:7])[O:5][N:44]=5)=[CH:33][CH:32]=4)=[C:26]([CH2:45][CH2:46][CH3:47])[N:25]=[C:24]3[CH2:48][CH3:49])=[CH:21][CH:22]=2)[CH2:14][CH2:15]1. The catalyst class is: 16. (2) Reactant: O.O.[C:3](O)(=O)[C:4]([OH:6])=[O:5].[CH3:9][N:10]([CH3:24])[CH2:11][CH2:12][C:13]1[C:21]2[C:16](=[CH:17][CH:18]=[C:19]([CH:22]=[O:23])[CH:20]=2)[NH:15][CH:14]=1.C(O)(=O)[C:26]([OH:28])=[O:27]. Product: [CH:22]([C:19]1[CH:20]=[C:21]2[C:16](=[CH:17][CH:18]=1)[NH:15][CH:14]=[C:13]2[CH2:12][CH2:11][NH+:10]([CH3:9])[CH3:24])=[O:23].[C:26]([CH2:3][C:4]([O-:6])=[O:5])([OH:28])=[O:27]. The catalyst class is: 8. (3) Reactant: [NH:1]1[CH2:6][CH2:5][CH:4]([C:7]([OH:9])=[O:8])[CH2:3][CH2:2]1.[OH-].[Na+].Cl[C:13]([O:15][CH2:16][C:17]1[CH:22]=[CH:21][CH:20]=[CH:19][CH:18]=1)=[O:14].Cl. Product: [CH2:16]([O:15][C:13]([N:1]1[CH2:6][CH2:5][CH:4]([C:7]([OH:9])=[O:8])[CH2:3][CH2:2]1)=[O:14])[C:17]1[CH:22]=[CH:21][CH:20]=[CH:19][CH:18]=1. The catalyst class is: 12. (4) Reactant: [N+:1]([C:4]1[CH:5]=[C:6]([CH2:10][C:11]#[N:12])[CH:7]=[CH:8][CH:9]=1)([O-:3])=[O:2].CO[CH:15]([N:18]([CH3:20])[CH3:19])OC.CCCCCC. Product: [CH3:19][N:18]([CH3:20])/[CH:15]=[C:10](/[C:6]1[CH:7]=[CH:8][CH:9]=[C:4]([N+:1]([O-:3])=[O:2])[CH:5]=1)\[C:11]#[N:12]. The catalyst class is: 113. (5) Reactant: C([N:3]1[CH2:8][CH2:7][N:6]([C:9]2[C:18]3[C:13](=[CH:14][CH:15]=[CH:16][CH:17]=3)[CH:12]=[C:11]([C:19]3[CH:24]=[CH:23][C:22]([S:25](=[O:30])(=[O:29])[NH:26][CH2:27][CH3:28])=[CH:21][CH:20]=3)[N:10]=2)[CH2:5][CH2:4]1)=O.[OH-].[Na+]. Product: [N:6]1([C:9]2[C:18]3[C:13](=[CH:14][CH:15]=[CH:16][CH:17]=3)[CH:12]=[C:11]([C:19]3[CH:20]=[CH:21][C:22]([S:25](=[O:30])(=[O:29])[NH:26][CH2:27][CH3:28])=[CH:23][CH:24]=3)[N:10]=2)[CH2:7][CH2:8][NH:3][CH2:4][CH2:5]1. The catalyst class is: 8. (6) Reactant: [Si:1]([O:8][CH:9]([C:20]1[CH:25]=[CH:24][CH:23]=[CH:22][CH:21]=1)[CH2:10][O:11][CH:12]1[CH2:17][CH2:16][CH:15]([OH:18])[CH2:14][CH:13]1[F:19])([C:4]([CH3:7])([CH3:6])[CH3:5])([CH3:3])[CH3:2].[CH3:26][S:27](Cl)(=[O:29])=[O:28].C(N(C(C)C)CC)(C)C. Product: [CH3:26][S:27]([O:18][CH:15]1[CH2:16][CH2:17][CH:12]([O:11][CH2:10][CH:9]([O:8][Si:1]([C:4]([CH3:7])([CH3:6])[CH3:5])([CH3:3])[CH3:2])[C:20]2[CH:21]=[CH:22][CH:23]=[CH:24][CH:25]=2)[CH:13]([F:19])[CH2:14]1)(=[O:29])=[O:28]. The catalyst class is: 4. (7) Reactant: C(O)(C(F)(F)F)=O.[Si:8]([O:15][C@H:16]1[C@H:21]([NH:22]C(=O)OC(C)(C)C)[CH2:20][CH2:19][N:18]([C:30]2[CH:35]=[C:34]([C:36]#[N:37])[CH:33]=[C:32]([NH:38][C:39]3[N:44]=[C:43]([N:45]([CH:55]4[CH2:57][CH2:56]4)CC4C=CC(OC)=CC=4)[C:42]4=[N:58][CH:59]=[C:60]([C:61]#[N:62])[N:41]4[N:40]=3)[C:31]=2[Cl:63])[CH2:17]1)([C:11]([CH3:14])([CH3:13])[CH3:12])([CH3:10])[CH3:9].C1(OC)C=CC=CC=1. Product: [NH2:22][C@@H:21]1[CH2:20][CH2:19][N:18]([C:30]2[C:31]([Cl:63])=[C:32]([NH:38][C:39]3[N:44]=[C:43]([NH:45][CH:55]4[CH2:56][CH2:57]4)[C:42]4=[N:58][CH:59]=[C:60]([C:61]#[N:62])[N:41]4[N:40]=3)[CH:33]=[C:34]([C:36]#[N:37])[CH:35]=2)[CH2:17][C@H:16]1[O:15][Si:8]([C:11]([CH3:14])([CH3:13])[CH3:12])([CH3:9])[CH3:10]. The catalyst class is: 417. (8) Reactant: Cl[CH2:2][C:3]1[N:4]=[C:5]([N:8]2[CH2:13][CH2:12][N:11]([C:14]([O:16][C:17]([CH3:20])([CH3:19])[CH3:18])=[O:15])[CH2:10][CH2:9]2)[S:6][CH:7]=1.[OH:21][C:22]1[CH:31]=[CH:30][C:25]([C:26]([O:28][CH3:29])=[O:27])=[CH:24][CH:23]=1.C(=O)([O-])[O-].[K+].[K+]. Product: [CH3:29][O:28][C:26]([C:25]1[CH:30]=[CH:31][C:22]([O:21][CH2:2][C:3]2[N:4]=[C:5]([N:8]3[CH2:13][CH2:12][N:11]([C:14]([O:16][C:17]([CH3:20])([CH3:19])[CH3:18])=[O:15])[CH2:10][CH2:9]3)[S:6][CH:7]=2)=[CH:23][CH:24]=1)=[O:27]. The catalyst class is: 3.